From a dataset of Full USPTO retrosynthesis dataset with 1.9M reactions from patents (1976-2016). Predict the reactants needed to synthesize the given product. (1) The reactants are: Br[C:2]1[CH:3]=[C:4]2[C:9](=[CH:10][C:11]=1[O:12][CH3:13])[N:8]([C@@H:14]([CH:24]([CH3:26])[CH3:25])[CH2:15][O:16][Si:17]([C:20]([CH3:23])([CH3:22])[CH3:21])([CH3:19])[CH3:18])[CH:7]=[C:6]([C:27]([O:29][CH2:30][CH3:31])=[O:28])[C:5]2=[O:32].[F:33][C:34]1[CH:39]=[CH:38][C:37]([CH2:40][NH2:41])=[CH:36][CH:35]=1.C1C=CC(P(C2C(C3C(P(C4C=CC=CC=4)C4C=CC=CC=4)=CC=C4C=3C=CC=C4)=C3C(C=CC=C3)=CC=2)C2C=CC=CC=2)=CC=1.C([O-])([O-])=O.[Cs+].[Cs+]. Given the product [Si:17]([O:16][CH2:15][C@@H:14]([N:8]1[C:9]2[C:4](=[CH:3][C:2]([NH:41][CH2:40][C:37]3[CH:38]=[CH:39][C:34]([F:33])=[CH:35][CH:36]=3)=[C:11]([O:12][CH3:13])[CH:10]=2)[C:5](=[O:32])[C:6]([C:27]([O:29][CH2:30][CH3:31])=[O:28])=[CH:7]1)[CH:24]([CH3:25])[CH3:26])([C:20]([CH3:23])([CH3:22])[CH3:21])([CH3:18])[CH3:19], predict the reactants needed to synthesize it. (2) Given the product [C:34]([O:33][C:32]([NH:31][C@H:28]1[CH2:29][CH2:30][C@@H:26]([S:18][CH2:17][C:3]2[N:4]=[C:5]([C:7]3[CH:8]=[CH:9][C:10]([C:11]([O:13][CH3:14])=[O:12])=[CH:15][CH:16]=3)[O:6][C:2]=2[CH3:1])[CH2:27]1)=[O:38])([CH3:37])([CH3:35])[CH3:36], predict the reactants needed to synthesize it. The reactants are: [CH3:1][C:2]1[O:6][C:5]([C:7]2[CH:16]=[CH:15][C:10]([C:11]([O:13][CH3:14])=[O:12])=[CH:9][CH:8]=2)=[N:4][C:3]=1[CH2:17][SH:18].C(=O)([O-])[O-].[Cs+].[Cs+].I[C@H:26]1[CH2:30][CH2:29][C@H:28]([NH:31][C:32](=[O:38])[O:33][C:34]([CH3:37])([CH3:36])[CH3:35])[CH2:27]1. (3) Given the product [I:23][C:20]1[CH:19]=[CH:18][C:17]([CH2:16][NH:15][C:13](=[O:14])[C@@H:12]([NH:11][C:9](=[O:10])[C@@H:2]([NH:1][C:31]([NH:30][C:33]2[CH:34]=[CH:35][C:36]([S:39](=[O:41])(=[O:40])[NH2:42])=[CH:37][CH:38]=2)=[S:32])[CH2:3][CH2:4][C:5]([O:7][CH3:8])=[O:6])[CH2:24][CH2:25][C:26]([O:28][CH3:29])=[O:27])=[CH:22][CH:21]=1, predict the reactants needed to synthesize it. The reactants are: [NH2:1][C@H:2]([C:9]([NH:11][C@@H:12]([CH2:24][CH2:25][C:26]([O:28][CH3:29])=[O:27])[C:13]([NH:15][CH2:16][C:17]1[CH:22]=[CH:21][C:20]([I:23])=[CH:19][CH:18]=1)=[O:14])=[O:10])[CH2:3][CH2:4][C:5]([O:7][CH3:8])=[O:6].[N:30]([C:33]1[CH:38]=[CH:37][C:36]([S:39]([NH2:42])(=[O:41])=[O:40])=[CH:35][CH:34]=1)=[C:31]=[S:32].CCN(C(C)C)C(C)C. (4) Given the product [Cl:1][C:2]1[CH:7]=[CH:6][C:5]([C:8]2[O:12][C:11]([NH:13][C:14]3[CH:15]=[CH:16][CH:17]=[C:18]4[C:23]=3[CH2:22][CH:21]([OH:24])[CH2:20][CH2:19]4)=[N:10][CH:9]=2)=[CH:4][CH:3]=1, predict the reactants needed to synthesize it. The reactants are: [Cl:1][C:2]1[CH:7]=[CH:6][C:5]([C:8]2[O:12][C:11]([NH:13][C:14]3[CH:15]=[CH:16][CH:17]=[C:18]4[C:23]=3[CH2:22][C:21](=[O:24])[CH2:20][CH2:19]4)=[N:10][CH:9]=2)=[CH:4][CH:3]=1.FC(F)(F)C1C=CC(C2OC(NC3C=CC=C4C=3CC(=O)CC4)=NC=2)=CC=1. (5) Given the product [C:1]([O:5][C:6]([N:8]1[CH2:9][CH:10]2[CH:14]([CH2:13][NH:12][CH2:11]2)[CH2:15]1)=[O:7])([CH3:4])([CH3:2])[CH3:3], predict the reactants needed to synthesize it. The reactants are: [C:1]([O:5][C:6]([N:8]1[CH2:15][CH:14]2[CH:10]([CH2:11][N:12](CC3C=CC=CC=3)[CH2:13]2)[CH2:9]1)=[O:7])([CH3:4])([CH3:3])[CH3:2].CO.[H][H]. (6) Given the product [F:1][C:2]1[CH:7]=[CH:6][C:5]([CH2:8][C:9]2[CH:18]=[C:17]3[C:12]([C:13]([OH:34])=[C:14]([C:29]([NH:40][C@@H:37]4[CH2:38][CH2:39][O:35][CH2:36]4)=[O:30])[C:15](=[O:28])[N:16]3[CH2:19][CH2:20][N:21]3[CH2:26][CH2:25][CH2:24][CH2:23][C:22]3=[O:27])=[N:11][CH:10]=2)=[CH:4][CH:3]=1, predict the reactants needed to synthesize it. The reactants are: [F:1][C:2]1[CH:7]=[CH:6][C:5]([CH2:8][C:9]2[CH:18]=[C:17]3[C:12]([C:13]([OH:34])=[C:14]([C:29](OCC)=[O:30])[C:15](=[O:28])[N:16]3[CH2:19][CH2:20][N:21]3[CH2:26][CH2:25][CH2:24][CH2:23][C:22]3=[O:27])=[N:11][CH:10]=2)=[CH:4][CH:3]=1.[O:35]1[CH2:39][CH2:38][C@@H:37]([NH2:40])[CH2:36]1. (7) Given the product [CH2:1]([O:8][CH2:9][CH2:10][N:11]1[C:17](=[O:18])[C@@H:16]([NH:19][C:20](=[O:27])[C@@:21]([F:26])([CH3:25])[C:22]([NH:39][CH2:38][C:37]([F:44])([F:36])[C:40]([F:43])([F:42])[F:41])=[O:24])[C:15]2[CH:28]=[CH:29][CH:30]=[CH:31][C:14]=2[C:13]2[CH:32]=[CH:33][CH:34]=[CH:35][C:12]1=2)[C:2]1[CH:3]=[CH:4][CH:5]=[CH:6][CH:7]=1, predict the reactants needed to synthesize it. The reactants are: [CH2:1]([O:8][CH2:9][CH2:10][N:11]1[C:17](=[O:18])[C@@H:16]([NH:19][C:20](=[O:27])[C@@:21]([F:26])([CH3:25])[C:22]([OH:24])=O)[C:15]2[CH:28]=[CH:29][CH:30]=[CH:31][C:14]=2[C:13]2[CH:32]=[CH:33][CH:34]=[CH:35][C:12]1=2)[C:2]1[CH:7]=[CH:6][CH:5]=[CH:4][CH:3]=1.[F:36][C:37]([F:44])([C:40]([F:43])([F:42])[F:41])[CH2:38][NH2:39]. (8) Given the product [CH:1]1([C:4]2[N:8]([C:9]3[CH:14]=[CH:13][CH:12]=[C:11]([C:15]([F:18])([F:16])[F:17])[CH:10]=3)[N:7]=[C:6]([CH3:19])[C:5]=2[C:20]([N:22]2[CH2:27][CH2:26][CH:25]([N:29]3[CH2:33][CH2:32][CH2:31][C@H:30]3[CH2:34][OH:35])[CH2:24][CH2:23]2)=[O:21])[CH2:3][CH2:2]1, predict the reactants needed to synthesize it. The reactants are: [CH:1]1([C:4]2[N:8]([C:9]3[CH:14]=[CH:13][CH:12]=[C:11]([C:15]([F:18])([F:17])[F:16])[CH:10]=3)[N:7]=[C:6]([CH3:19])[C:5]=2[C:20]([N:22]2[CH2:27][CH2:26][C:25](=O)[CH2:24][CH2:23]2)=[O:21])[CH2:3][CH2:2]1.[NH:29]1[CH2:33][CH2:32][CH2:31][C@H:30]1[CH2:34][OH:35]. (9) Given the product [CH2:1]([O:3][C:4]([N:6]1[CH2:7][CH2:8][N:9]([C:12](=[O:41])[C@@H:13]([NH2:23])[CH2:14][NH:15][C:16]([O:18][C:19]([CH3:21])([CH3:20])[CH3:22])=[O:17])[CH2:10][CH2:11]1)=[O:5])[CH3:2], predict the reactants needed to synthesize it. The reactants are: [CH2:1]([O:3][C:4]([N:6]1[CH2:11][CH2:10][N:9]([C:12](=[O:41])[C@@H:13]([NH:23]C(OCC2C3C=CC=CC=3C3C2=CC=CC=3)=O)[CH2:14][NH:15][C:16]([O:18][C:19]([CH3:22])([CH3:21])[CH3:20])=[O:17])[CH2:8][CH2:7]1)=[O:5])[CH3:2].C(S)CCCCCCC.C1CCN2C(=NCCC2)CC1. (10) Given the product [OH:23][C:22]1[C:21]2[C:16](=[CH:17][CH:18]=[CH:19][CH:20]=2)[C@@:15]([CH3:29])([CH2:24][CH2:25][CH:26]([CH3:28])[CH3:27])[C:14](=[O:30])[C:13]=1[C:8]1[NH:7][C:6]2[CH:31]=[CH:32][C:3]([NH:2][S:48]([C:40]3[NH:39][C:43]4[CH:44]=[CH:45][CH:46]=[CH:47][C:42]=4[N:41]=3)(=[O:49])=[O:50])=[CH:4][C:5]=2[S:10](=[O:12])(=[O:11])[N:9]=1, predict the reactants needed to synthesize it. The reactants are: Cl.[NH2:2][C:3]1[CH:32]=[CH:31][C:6]2[NH:7][C:8]([C:13]3[C:14](=[O:30])[C@:15]([CH3:29])([CH2:24][CH2:25][CH:26]([CH3:28])[CH3:27])[C:16]4[C:21]([C:22]=3[OH:23])=[CH:20][CH:19]=[CH:18][CH:17]=4)=[N:9][S:10](=[O:12])(=[O:11])[C:5]=2[CH:4]=1.N1C=CC=CC=1.[N:39]1[C:43]2[CH:44]=[CH:45][CH:46]=[CH:47][C:42]=2[NH:41][C:40]=1[S:48](Cl)(=[O:50])=[O:49].